Dataset: Full USPTO retrosynthesis dataset with 1.9M reactions from patents (1976-2016). Task: Predict the reactants needed to synthesize the given product. (1) Given the product [Cl:16][C:10]1[CH:9]=[C:8]([C:4]2[CH:3]=[C:2]([NH:1][S:24]([C:21]3[CH:22]=[CH:23][C:18]([F:17])=[CH:19][CH:20]=3)(=[O:26])=[O:25])[CH:7]=[N:6][CH:5]=2)[CH:15]=[CH:14][C:11]=1[C:12]#[N:13], predict the reactants needed to synthesize it. The reactants are: [NH2:1][C:2]1[CH:3]=[C:4]([C:8]2[CH:15]=[CH:14][C:11]([C:12]#[N:13])=[C:10]([Cl:16])[CH:9]=2)[CH:5]=[N:6][CH:7]=1.[F:17][C:18]1[CH:23]=[CH:22][C:21]([S:24](Cl)(=[O:26])=[O:25])=[CH:20][CH:19]=1. (2) Given the product [OH:1][C:2]1[CH:7]=[CH:6][C:5]([C:8]2[C:16]3[C:15]([NH:17][C@H:18]([C:20]4[N:25]([C:26]5[CH:31]=[CH:30][CH:29]=[CH:28][CH:27]=5)[C:24](=[O:32])[C:23]5=[C:33]([CH3:36])[CH:34]=[CH:35][N:22]5[N:21]=4)[CH3:19])=[N:14][CH:13]=[N:12][C:11]=3[NH:10][CH:9]=2)=[CH:4][C:3]=1[O:45][CH3:46], predict the reactants needed to synthesize it. The reactants are: [OH:1][C:2]1[CH:7]=[CH:6][C:5]([C:8]2[C:16]3[C:15]([NH:17][C@H:18]([C:20]4[N:25]([C:26]5[CH:31]=[CH:30][CH:29]=[CH:28][CH:27]=5)[C:24](=[O:32])[C:23]5=[C:33]([CH3:36])[CH:34]=[CH:35][N:22]5[N:21]=4)[CH3:19])=[N:14][CH:13]=[N:12][C:11]=3[N:10](COCC[Si](C)(C)C)[CH:9]=2)=[CH:4][C:3]=1[O:45][CH3:46].FC(F)(F)C(O)=O.N. (3) Given the product [Cl:1][C:2]1[N:3]=[C:4]([NH:25][CH3:24])[C:5]2[CH2:11][O:10][CH2:9][CH:8]([C:12]3[CH:17]=[CH:16][C:15]([O:18][C:19]([F:22])([F:21])[F:20])=[CH:14][CH:13]=3)[C:6]=2[N:7]=1, predict the reactants needed to synthesize it. The reactants are: [Cl:1][C:2]1[N:3]=[C:4](Cl)[C:5]2[CH2:11][O:10][CH2:9][CH:8]([C:12]3[CH:17]=[CH:16][C:15]([O:18][C:19]([F:22])([F:21])[F:20])=[CH:14][CH:13]=3)[C:6]=2[N:7]=1.[CH3:24][NH2:25]. (4) Given the product [Br:14][C:15]1[CH:16]=[C:13]([NH:2][CH2:3][CH2:4][C:5]([C:7]2[CH:8]=[CH:9][CH:10]=[CH:11][CH:12]=2)=[O:6])[CH:19]=[CH:20][CH:21]=1, predict the reactants needed to synthesize it. The reactants are: C[N:2]([CH3:13])[CH2:3][CH2:4][C:5]([C:7]1[CH:12]=[CH:11][CH:10]=[CH:9][CH:8]=1)=[O:6].[Br:14][C:15]1[CH:16]=C([CH:19]=[CH:20][CH:21]=1)N. (5) Given the product [Cl:28][C:14]1[CH:13]=[C:4]([CH:3]=[C:2]([Cl:1])[C:15]=1[O:16][C:17]1[CH:22]=[CH:21][C:20]([OH:23])=[C:19]([CH:25]([CH3:26])[CH3:27])[CH:18]=1)[CH:5]=[C:6]1[S:10][C:9](=[O:11])[NH:8][C:7]1=[O:12], predict the reactants needed to synthesize it. The reactants are: [Cl:1][C:2]1[CH:3]=[C:4]([CH:13]=[C:14]([Cl:28])[C:15]=1[O:16][C:17]1[CH:22]=[CH:21][C:20]([O:23]C)=[C:19]([CH:25]([CH3:27])[CH3:26])[CH:18]=1)[CH:5]=[C:6]1[S:10][C:9](=[O:11])[NH:8][C:7]1=[O:12].B(Br)(Br)Br.